From a dataset of Catalyst prediction with 721,799 reactions and 888 catalyst types from USPTO. Predict which catalyst facilitates the given reaction. (1) Reactant: [CH2:1]([O:4][N:5]([C@@H:18]1[C:23]([C:24]([NH:26][CH3:27])=[O:25])=[CH:22][C@@H:21]([CH2:28][O:29][CH3:30])[NH:20][CH2:19]1)S(C1C=CC=CC=1[N+]([O-])=O)(=O)=O)[CH:2]=[CH2:3].C(=O)([O-])[O-].[K+].[K+].C1(S)C=CC=CC=1. Product: [CH2:1]([O:4][NH:5][C@@H:18]1[C:23]([C:24]([NH:26][CH3:27])=[O:25])=[CH:22][C@@H:21]([CH2:28][O:29][CH3:30])[NH:20][CH2:19]1)[CH:2]=[CH2:3]. The catalyst class is: 10. (2) The catalyst class is: 3. Reactant: [C:1]([O:5][C:6]([NH:8][C@@H:9]([C:14]([OH:16])=O)[C:10]([CH3:13])([CH3:12])[CH3:11])=[O:7])([CH3:4])([CH3:3])[CH3:2].[B-](F)(F)(F)F.CCOC(C(C#N)=NOC(N(C)C)=[N+](C)C)=O.C1C=NC2N(O)N=NC=2C=1.Cl.[CH3:50][O:51][C:52]1[CH:53]=[C:54]([C:60]2[C@@H:69]3[C@@H:64]([CH2:65][CH2:66][CH2:67][CH2:68]3)[C:63](=[O:70])[N:62]([CH:71]3[CH2:76][CH2:75][NH:74][CH2:73][CH2:72]3)[N:61]=2)[CH:55]=[CH:56][C:57]=1[O:58][CH3:59].CCN(C(C)C)C(C)C. Product: [CH3:50][O:51][C:52]1[CH:53]=[C:54]([C:60]2[C@@H:69]3[C@@H:64]([CH2:65][CH2:66][CH2:67][CH2:68]3)[C:63](=[O:70])[N:62]([CH:71]3[CH2:72][CH2:73][N:74]([C:14](=[O:16])[C@H:9]([NH:8][C:6](=[O:7])[O:5][C:1]([CH3:2])([CH3:3])[CH3:4])[C:10]([CH3:11])([CH3:12])[CH3:13])[CH2:75][CH2:76]3)[N:61]=2)[CH:55]=[CH:56][C:57]=1[O:58][CH3:59].